This data is from Reaction yield outcomes from USPTO patents with 853,638 reactions. The task is: Predict the reaction yield, written as a fraction of the theoretical maximum amount of product (1.0 means a 100% yield; for example, 0.34 means a 34% yield). (1) The reactants are [NH2:1][C:2](=[O:37])[CH2:3][O:4][C:5]1[C:14]([C:15]2[CH:16]=[CH:17][C:18]3[O:22][C:21]([C:23]4[CH:28]=[CH:27][C:26]([F:29])=[CH:25][CH:24]=4)=[C:20]([C:30](=[O:33])[NH:31][CH3:32])[C:19]=3[CH:34]=2)=[CH:13][C:8]([C:9]([O:11]C)=[O:10])=[C:7]([O:35][CH3:36])[CH:6]=1.CO.[OH-].[Na+]. The catalyst is C1COCC1. The product is [NH2:1][C:2](=[O:37])[CH2:3][O:4][C:5]1[C:14]([C:15]2[CH:16]=[CH:17][C:18]3[O:22][C:21]([C:23]4[CH:24]=[CH:25][C:26]([F:29])=[CH:27][CH:28]=4)=[C:20]([C:30](=[O:33])[NH:31][CH3:32])[C:19]=3[CH:34]=2)=[CH:13][C:8]([C:9]([OH:11])=[O:10])=[C:7]([O:35][CH3:36])[CH:6]=1. The yield is 0.600. (2) The reactants are C([O:8][C:9]1[CH:21]=[CH:20][C:19]2[C:18]3[C:13](=[CH:14][C:15]([N:22]([CH3:25])[CH:23]=[O:24])=[CH:16][CH:17]=3)[N:12]([C:26]([O:28][C:29]([CH3:32])([CH3:31])[CH3:30])=[O:27])[C:11]=2[CH:10]=1)C1C=CC=CC=1. The catalyst is CO.[Pd]. The product is [OH:8][C:9]1[CH:21]=[CH:20][C:19]2[C:18]3[C:13](=[CH:14][C:15]([N:22]([CH3:25])[CH:23]=[O:24])=[CH:16][CH:17]=3)[N:12]([C:26]([O:28][C:29]([CH3:32])([CH3:31])[CH3:30])=[O:27])[C:11]=2[CH:10]=1. The yield is 1.00. (3) The reactants are [Si]([O:8][CH2:9][C@H:10]1[O:19][CH:14]([O:15][CH2:16][CH:17]=[CH2:18])[C@H:13]([O:20][CH2:21][C:22]2[CH:27]=[CH:26][CH:25]=[CH:24][CH:23]=2)[C@@H:12]([O:28][CH2:29][C:30]2[CH:35]=[CH:34][CH:33]=[CH:32][CH:31]=2)[C@@H:11]1[O:36][C@@H:37]1[O:66][C@H:65]([CH2:67][O:68][Si](C(C)(C)C)(C)C)[C@@H:56]([O:57][CH2:58][C:59]2[CH:64]=[CH:63][CH:62]=[CH:61][CH:60]=2)[C@H:47]([O:48][CH2:49][C:50]2[CH:55]=[CH:54][CH:53]=[CH:52][CH:51]=2)[C@H:38]1[O:39][CH2:40][C:41]1[CH:46]=[CH:45][CH:44]=[CH:43][CH:42]=1)(C(C)(C)C)(C)C.[F-].C([N+](CCCC)(CCCC)CCCC)CCC. The catalyst is O1CCCC1. The product is [CH2:21]([O:20][C@@H:13]1[C@@H:12]([O:28][CH2:29][C:30]2[CH:35]=[CH:34][CH:33]=[CH:32][CH:31]=2)[C@H:11]([O:36][C@@H:37]2[O:66][C@H:65]([CH2:67][OH:68])[C@@H:56]([O:57][CH2:58][C:59]3[CH:64]=[CH:63][CH:62]=[CH:61][CH:60]=3)[C@H:47]([O:48][CH2:49][C:50]3[CH:51]=[CH:52][CH:53]=[CH:54][CH:55]=3)[C@H:38]2[O:39][CH2:40][C:41]2[CH:46]=[CH:45][CH:44]=[CH:43][CH:42]=2)[C@@H:10]([CH2:9][OH:8])[O:19][CH:14]1[O:15][CH2:16][CH:17]=[CH2:18])[C:22]1[CH:23]=[CH:24][CH:25]=[CH:26][CH:27]=1. The yield is 0.620. (4) The reactants are [OH:1]OS([O-])=O.[K+].[F:7][C:8]1[CH:13]=[CH:12][C:11]([C:14]2[O:40][C:17]3=[N:18][CH:19]=[C:20]([C:22]4[CH:23]=[C:24]([CH:37]=[CH:38][CH:39]=4)[C:25]([NH:27][C:28]([C:31]4[CH:36]=[CH:35][CH:34]=[CH:33][CH:32]=4)([CH3:30])[CH3:29])=[O:26])[CH:21]=[C:16]3[C:15]=2[CH:41]=[O:42])=[CH:10][CH:9]=1. The catalyst is CN(C=O)C.CCOC(C)=O. The product is [F:7][C:8]1[CH:13]=[CH:12][C:11]([C:14]2[O:40][C:17]3=[N:18][CH:19]=[C:20]([C:22]4[CH:39]=[CH:38][CH:37]=[C:24]([C:25](=[O:26])[NH:27][C:28]([C:31]5[CH:36]=[CH:35][CH:34]=[CH:33][CH:32]=5)([CH3:30])[CH3:29])[CH:23]=4)[CH:21]=[C:16]3[C:15]=2[C:41]([OH:1])=[O:42])=[CH:10][CH:9]=1. The yield is 0.340. (5) The reactants are [N+:1]([C:4]1[CH:5]=[CH:6][C:7]2[NH:8][C:9]3[C:14]([S:15][C:16]=2[CH:17]=1)=[CH:13][C:12]([N+:18]([O-:20])=[O:19])=[CH:11][CH:10]=3)([O-:3])=[O:2].[C:21](OC(=O)C)(=[O:23])[CH3:22]. The catalyst is N1C=CC=CC=1. The product is [N+:18]([C:12]1[CH:11]=[CH:10][C:9]2[N:8]([C:21](=[O:23])[CH3:22])[C:7]3[C:16]([S:15][C:14]=2[CH:13]=1)=[CH:17][C:4]([N+:1]([O-:3])=[O:2])=[CH:5][CH:6]=3)([O-:20])=[O:19]. The yield is 0.770. (6) The reactants are [Cl-].O[NH3+:3].[C:4](=[O:7])([O-])[OH:5].[Na+].CS(C)=O.[CH2:13]([C:17]1[N:18]=[C:19]([CH3:40])[N:20]([CH3:39])[C:21](=[O:38])[C:22]=1[CH2:23][C:24]1[CH:29]=[CH:28][C:27]([C:30]2[C:31]([C:36]#[N:37])=[CH:32][CH:33]=[CH:34][CH:35]=2)=[CH:26][CH:25]=1)[CH2:14][CH2:15][CH3:16]. The catalyst is O.C(OCC)(=O)C. The product is [CH2:13]([C:17]1[N:18]=[C:19]([CH3:40])[N:20]([CH3:39])[C:21](=[O:38])[C:22]=1[CH2:23][C:24]1[CH:29]=[CH:28][C:27]([C:30]2[CH:35]=[CH:34][CH:33]=[CH:32][C:31]=2[C:36]2[NH:3][C:4](=[O:7])[O:5][N:37]=2)=[CH:26][CH:25]=1)[CH2:14][CH2:15][CH3:16]. The yield is 0.590. (7) The reactants are [CH3:1][O:2][C:3]1[CH:8]=[CH:7][C:6]([C:9]2[O:13][CH:12]=[N:11][C:10]=2[C:14]([O:16][CH2:17][CH3:18])=[O:15])=[CH:5][CH:4]=1.C[Si]([N-][Si](C)(C)C)(C)C.[Li+].[I:29]I.S([O-])([O-])(=O)=S.[Na+].[Na+]. The catalyst is C1COCC1.CCOC(C)=O. The product is [I:29][C:12]1[O:13][C:9]([C:6]2[CH:5]=[CH:4][C:3]([O:2][CH3:1])=[CH:8][CH:7]=2)=[C:10]([C:14]([O:16][CH2:17][CH3:18])=[O:15])[N:11]=1. The yield is 0.800.